Dataset: Peptide-MHC class II binding affinity with 134,281 pairs from IEDB. Task: Regression. Given a peptide amino acid sequence and an MHC pseudo amino acid sequence, predict their binding affinity value. This is MHC class II binding data. (1) The peptide sequence is KSSVITLNTNAELFNQSDY. The MHC is DRB3_0202 with pseudo-sequence DRB3_0202. The binding affinity (normalized) is 0.800. (2) The peptide sequence is AAIHEMFVNTLQMSS. The MHC is DRB1_0301 with pseudo-sequence DRB1_0301. The binding affinity (normalized) is 0.394. (3) The peptide sequence is INEPTAAAIAYDLDR. The MHC is HLA-DQA10501-DQB10301 with pseudo-sequence HLA-DQA10501-DQB10301. The binding affinity (normalized) is 0.547. (4) The peptide sequence is EPGHLAPTGMFVAAA. The MHC is HLA-DPA10201-DPB10501 with pseudo-sequence HLA-DPA10201-DPB10501. The binding affinity (normalized) is 0.0733. (5) The peptide sequence is SQDLELSINLNGLQAY. The MHC is DRB1_0802 with pseudo-sequence DRB1_0802. The binding affinity (normalized) is 0.427. (6) The peptide sequence is NASHCNEMSWIQSIP. The MHC is HLA-DQA10401-DQB10402 with pseudo-sequence HLA-DQA10401-DQB10402. The binding affinity (normalized) is 0.158. (7) The MHC is DRB1_0401 with pseudo-sequence DRB1_0401. The peptide sequence is DTPYLDITYHFVMQRLPL. The binding affinity (normalized) is 0.507.